From a dataset of Forward reaction prediction with 1.9M reactions from USPTO patents (1976-2016). Predict the product of the given reaction. Given the reactants [NH2:1][C@H:2]([C:4]1[N:5]([C:16]2[CH:21]=[CH:20][CH:19]=[CH:18][CH:17]=2)[C:6](=[O:15])[C:7]2[C:12]([CH:13]=1)=[CH:11][CH:10]=[CH:9][C:8]=2Cl)[CH3:3].[CH3:22][N:23]1[CH:27]=[C:26](B(O)O)[CH:25]=[N:24]1.C([O-])([O-])=O.[Na+].[Na+], predict the reaction product. The product is: [NH2:1][C@H:2]([C:4]1[N:5]([C:16]2[CH:21]=[CH:20][CH:19]=[CH:18][CH:17]=2)[C:6](=[O:15])[C:7]2[C:12]([CH:13]=1)=[CH:11][CH:10]=[CH:9][C:8]=2[C:26]1[CH:25]=[N:24][N:23]([CH3:22])[CH:27]=1)[CH3:3].